This data is from Full USPTO retrosynthesis dataset with 1.9M reactions from patents (1976-2016). The task is: Predict the reactants needed to synthesize the given product. Given the product [CH2:10]([O:9][C:4]1[CH:5]=[CH:6][CH:7]=[CH:8][C:3]=1[C:1]#[N:2])[C:11]1[CH:16]=[CH:15][CH:14]=[CH:13][CH:12]=1, predict the reactants needed to synthesize it. The reactants are: [C:1]([C:3]1[CH:8]=[CH:7][CH:6]=[CH:5][C:4]=1[OH:9])#[N:2].[CH2:10](Br)[C:11]1[CH:16]=[CH:15][CH:14]=[CH:13][CH:12]=1.